From a dataset of Reaction yield outcomes from USPTO patents with 853,638 reactions. Predict the reaction yield, written as a fraction of the theoretical maximum amount of product (1.0 means a 100% yield; for example, 0.34 means a 34% yield). (1) The reactants are C[Al](C)C.[CH3:5][O:6][C:7]1[CH:8]=[C:9]([CH2:15][CH2:16][C:17]2[CH:18]=[C:19]([NH2:22])[NH:20][N:21]=2)[CH:10]=[C:11]([O:13][CH3:14])[CH:12]=1.[CH3:23][CH:24]1[N:29]([CH3:30])[CH2:28][CH2:27][N:26]([C:31]2[N:36]=[CH:35][C:34]([C:37](OC)=[O:38])=[CH:33][N:32]=2)[CH2:25]1.Cl. The catalyst is C1(C)C=CC=CC=1.CO. The product is [CH3:14][O:13][C:11]1[CH:10]=[C:9]([CH2:15][CH2:16][C:17]2[CH:18]=[C:19]([NH:22][C:37]([C:34]3[CH:33]=[N:32][C:31]([N:26]4[CH2:27][CH2:28][N:29]([CH3:30])[CH:24]([CH3:23])[CH2:25]4)=[N:36][CH:35]=3)=[O:38])[NH:20][N:21]=2)[CH:8]=[C:7]([O:6][CH3:5])[CH:12]=1. The yield is 0.360. (2) The reactants are Br.[CH2:2]([C:4]1[N:5]=[C:6]([C@@H:9]([NH2:20])[CH2:10][C:11]2[CH:16]=[CH:15][C:14]([N+:17]([O-:19])=[O:18])=[CH:13][CH:12]=2)[S:7][CH:8]=1)[CH3:3].[C:21]1([CH2:27][C:28](O)=[O:29])[CH:26]=[CH:25][CH:24]=[CH:23][CH:22]=1.ON1C2C=CC=CC=2N=N1.CN(C)CCCN=C=NCC.C(N(CC)CC)C. The catalyst is CN(C=O)C.O. The product is [CH2:2]([C:4]1[N:5]=[C:6]([CH:9]([NH:20][C:28](=[O:29])[CH2:27][C:21]2[CH:26]=[CH:25][CH:24]=[CH:23][CH:22]=2)[CH2:10][C:11]2[CH:16]=[CH:15][C:14]([N+:17]([O-:19])=[O:18])=[CH:13][CH:12]=2)[S:7][CH:8]=1)[CH3:3]. The yield is 0.600. (3) The reactants are [C:1]([OH:7])(=O)[CH2:2][CH2:3][CH2:4][CH3:5].CCN(CC)CC.CC(C)(C)C(Cl)=O.[CH3:22][C@H:23]1[C@@H:27]([C:28]2[CH:33]=[CH:32][CH:31]=[CH:30][CH:29]=2)[O:26][C:25](=[O:34])[NH:24]1.[Li+].[Cl-]. The catalyst is C1COCC1. The product is [CH3:22][C@H:23]1[C@@H:27]([C:28]2[CH:33]=[CH:32][CH:31]=[CH:30][CH:29]=2)[O:26][C:25](=[O:34])[N:24]1[C:1](=[O:7])[CH2:2][CH2:3][CH2:4][CH3:5]. The yield is 1.00. (4) The reactants are [CH3:1][O:2][C:3]1[CH:8]=[CH:7][C:6]([C:9]2[C:14]([C:15]3[CH:20]=[CH:19][C:18]([O:21][CH3:22])=[CH:17][CH:16]=3)=[N:13][N:12]([CH2:23][CH2:24]O)[C:11](=[O:26])[CH:10]=2)=[CH:5][CH:4]=1.C1(C)C=CC(S(Cl)(=O)=O)=CC=1.[NH:38]1[CH2:43][CH2:42][CH2:41][CH2:40][CH2:39]1. No catalyst specified. The product is [CH3:1][O:2][C:3]1[CH:8]=[CH:7][C:6]([C:9]2[C:14]([C:15]3[CH:16]=[CH:17][C:18]([O:21][CH3:22])=[CH:19][CH:20]=3)=[N:13][N:12]([CH2:23][CH2:24][N:38]3[CH2:43][CH2:42][CH2:41][CH2:40][CH2:39]3)[C:11](=[O:26])[CH:10]=2)=[CH:5][CH:4]=1. The yield is 0.381. (5) The reactants are [C:1]([O:5][C:6]([NH:8][CH:9]([C@H:15]([CH3:23])[CH2:16][CH:17]([CH3:22])[CH2:18][CH2:19][CH:20]=[CH2:21])[C:10]([O:12]CC)=[O:11])=[O:7])([CH3:4])([CH3:3])[CH3:2].CO.[Li+].[OH-]. The catalyst is C1COCC1.O. The product is [C:1]([O:5][C:6]([NH:8][CH:9]([C@H:15]([CH3:23])[CH2:16][CH:17]([CH3:22])[CH2:18][CH2:19][CH:20]=[CH2:21])[C:10]([OH:12])=[O:11])=[O:7])([CH3:4])([CH3:3])[CH3:2]. The yield is 0.680. (6) The reactants are [C:1]([C:3]1[CH:8]=[CH:7][C:6]([NH:9][C:10]([CH:12]=[CH:13][C:14]([OH:16])=O)=[O:11])=[CH:5][C:4]=1[C:17]([F:20])([F:19])[F:18])#[N:2].C1(C)C=CC=CC=1.C[Si](C)(C)N[Si](C)(C)C.Cl. The catalyst is CCOC(C)=O.[Br-].[Zn+2].[Br-].CCCCCCC. The product is [O:16]=[C:14]1[CH:13]=[CH:12][C:10](=[O:11])[N:9]1[C:6]1[CH:7]=[CH:8][C:3]([C:1]#[N:2])=[C:4]([C:17]([F:20])([F:19])[F:18])[CH:5]=1. The yield is 0.850. (7) The reactants are [CH:1]([C:3]1[CH:8]=[CH:7][C:6]([C:9]2[CH:10]=[C:11]([CH2:14][N:15]([CH3:24])[C:16](=[O:23])[C:17]3[CH:22]=[CH:21][CH:20]=[CH:19][CH:18]=3)[S:12][CH:13]=2)=[CH:5][CH:4]=1)=O.[S:25]1[CH2:29][C:28](=[O:30])[NH:27][C:26]1=[O:31].C([O-])(=O)C.[NH2+]1CCCCC1. The catalyst is C1(C)C=CC=CC=1. The product is [O:31]=[C:26]1[NH:27][C:28](=[O:30])[C:29](=[CH:1][C:3]2[CH:8]=[CH:7][C:6]([C:9]3[CH:10]=[C:11]([CH2:14][N:15]([CH3:24])[C:16](=[O:23])[C:17]4[CH:18]=[CH:19][CH:20]=[CH:21][CH:22]=4)[S:12][CH:13]=3)=[CH:5][CH:4]=2)[S:25]1. The yield is 0.780. (8) The reactants are [N:1]1[C:10]2[C:5](=[CH:6][CH:7]=[CH:8][CH:9]=2)[CH:4]=[CH:3][C:2]=1[N:11]1[CH2:16][CH2:15][CH:14]([OH:17])[CH2:13][CH2:12]1.[H-].[Na+].[Cl:20][C:21]1[C:26](Cl)=[N:25][CH:24]=[CH:23][N:22]=1. The catalyst is CN(C=O)C.O. The product is [Cl:20][C:21]1[C:26]([O:17][CH:14]2[CH2:13][CH2:12][N:11]([C:2]3[CH:3]=[CH:4][C:5]4[C:10](=[CH:9][CH:8]=[CH:7][CH:6]=4)[N:1]=3)[CH2:16][CH2:15]2)=[N:25][CH:24]=[CH:23][N:22]=1. The yield is 0.700. (9) The reactants are Cl[CH2:2][C:3]1[N:4]=[C:5]([CH2:8][CH2:9][C:10]2[N:11]=[C:12]([C:16]3[CH:21]=[CH:20][CH:19]=[CH:18][CH:17]=3)[O:13][C:14]=2[CH3:15])[S:6][CH:7]=1.[OH:22][C:23]1[CH:24]=[C:25]([CH2:29][C:30]([O:32][CH3:33])=[O:31])[CH:26]=[CH:27][CH:28]=1.CN(C)C=O.[H-].[Na+]. The catalyst is O. The product is [CH3:15][C:14]1[O:13][C:12]([C:16]2[CH:21]=[CH:20][CH:19]=[CH:18][CH:17]=2)=[N:11][C:10]=1[CH2:9][CH2:8][C:5]1[S:6][CH:7]=[C:3]([CH2:2][O:22][C:23]2[CH:24]=[C:25]([CH2:29][C:30]([O:32][CH3:33])=[O:31])[CH:26]=[CH:27][CH:28]=2)[N:4]=1. The yield is 0.380. (10) The reactants are [O:1]=[C:2]1[CH:7]([N:8]2[C:12](=[O:13])[C:11]3=[CH:14][C:15]([N+:18]([O-])=O)=[CH:16][CH:17]=[C:10]3[C:9]2=[O:21])[CH2:6][CH2:5][C:4](=[O:22])[NH:3]1. The catalyst is O1CCOCC1.[Pd]. The product is [O:21]=[C:9]1[C:10]2[C:11](=[CH:14][C:15]([NH2:18])=[CH:16][CH:17]=2)[C:12](=[O:13])[N:8]1[CH:7]1[CH2:6][CH2:5][C:4](=[O:22])[NH:3][C:2]1=[O:1]. The yield is 0.690.